From a dataset of Full USPTO retrosynthesis dataset with 1.9M reactions from patents (1976-2016). Predict the reactants needed to synthesize the given product. (1) The reactants are: P(Cl)(Cl)(Cl)=O.Cl[C:7]1[CH:15]=[CH:14][C:13](Cl)=[C:9]([C:10]([NH2:12])=O)[C:8]=1[C:17]([NH2:19])=O.O. Given the product [C:17](#[N:19])[C:8]1[C:9](=[CH:13][CH:14]=[CH:15][CH:7]=1)[C:10]#[N:12], predict the reactants needed to synthesize it. (2) Given the product [CH:1]1([C:4]2[N:5]=[CH:6][C:7]3[C:8](=[CH:10][N:11]([C@@H:13]4[CH2:18][C@H:17]([NH2:19])[C@@H:16]([C:20]5[CH:25]=[C:24]([F:26])[C:23]([F:27])=[CH:22][C:21]=5[F:28])[CH2:15][CH2:14]4)[CH:12]=3)[N:9]=2)[CH2:2][CH2:3]1, predict the reactants needed to synthesize it. The reactants are: [CH:1]1([C:4]2[N:5]=[CH:6][C:7]3[CH2:12][N:11]([C@@H:13]4[CH2:18][C@H:17]([NH2:19])[C@@H:16]([C:20]5[CH:25]=[C:24]([F:26])[C:23]([F:27])=[CH:22][C:21]=5[F:28])[CH2:15][CH2:14]4)[CH2:10][C:8]=3[N:9]=2)[CH2:3][CH2:2]1.O=C1C[C@H](NC(=O)OCC2C=CC=CC=2)[C@@H](C2C=C(F)C(F)=CC=2F)CC1. (3) Given the product [CH2:1]([C@:8]1([C:23]([NH:34][CH2:33][C:32]2[CH:35]=[C:36]([O:38][CH3:39])[CH:37]=[C:30]([O:29][CH3:28])[CH:31]=2)=[O:24])[O:12][C:11](=[O:13])[N:10]([C@@H:14]([C:16]2[CH:21]=[CH:20][CH:19]=[CH:18][CH:17]=2)[CH3:15])[C:9]1=[O:22])[C:2]1[CH:7]=[CH:6][CH:5]=[CH:4][CH:3]=1, predict the reactants needed to synthesize it. The reactants are: [CH2:1]([C:8]1([C:23](OCC)=[O:24])[O:12][C:11](=[O:13])[N:10]([C@@H:14]([C:16]2[CH:21]=[CH:20][CH:19]=[CH:18][CH:17]=2)[CH3:15])[C:9]1=[O:22])[C:2]1[CH:7]=[CH:6][CH:5]=[CH:4][CH:3]=1.[CH3:28][O:29][C:30]1[CH:31]=[C:32]([CH:35]=[C:36]([O:38][CH3:39])[CH:37]=1)[CH2:33][NH2:34].CO.